From a dataset of Peptide-MHC class II binding affinity with 134,281 pairs from IEDB. Regression. Given a peptide amino acid sequence and an MHC pseudo amino acid sequence, predict their binding affinity value. This is MHC class II binding data. (1) The peptide sequence is KLRFTCLSSTGSSCL. The MHC is DRB1_0401 with pseudo-sequence DRB1_0401. The binding affinity (normalized) is 0.720. (2) The peptide sequence is TVDKSKPKVYQWF. The MHC is DRB1_0401 with pseudo-sequence DRB1_0401. The binding affinity (normalized) is 0. (3) The peptide sequence is AATAAAAAAVDRGDP. The MHC is HLA-DPA10201-DPB10501 with pseudo-sequence HLA-DPA10201-DPB10501. The binding affinity (normalized) is 0. (4) The peptide sequence is AFKVAVTAANAAPAN. The MHC is DRB1_0401 with pseudo-sequence DRB1_0401. The binding affinity (normalized) is 0.974. (5) The peptide sequence is IEDVQTDIPSEPWNT. The MHC is DRB3_0202 with pseudo-sequence DRB3_0202. The binding affinity (normalized) is 0.